From a dataset of Forward reaction prediction with 1.9M reactions from USPTO patents (1976-2016). Predict the product of the given reaction. (1) Given the reactants [N+:1]([C:4]1[CH:9]=[CH:8][CH:7]=[CH:6][C:5]=1[S:10]([NH:13][C:14]([CH3:32])([CH3:31])[C:15]([NH:17][CH:18]1[CH:25]2[CH2:26][C:21]3([C:28]([NH2:30])=[O:29])[CH2:22][CH:23]([CH2:27][CH:19]1[CH2:20]3)[CH2:24]2)=[O:16])(=[O:12])=[O:11])([O-])=O, predict the reaction product. The product is: [NH2:1][C:4]1[CH:9]=[CH:8][CH:7]=[CH:6][C:5]=1[S:10]([NH:13][C:14]([CH3:32])([CH3:31])[C:15]([NH:17][CH:18]1[CH:25]2[CH2:26][C:21]3([C:28]([NH2:30])=[O:29])[CH2:22][CH:23]([CH2:27][CH:19]1[CH2:20]3)[CH2:24]2)=[O:16])(=[O:11])=[O:12]. (2) The product is: [Br:22][C:23]1[CH:28]=[CH:27][C:26]([CH2:29][CH:10]2[CH2:11][CH2:12][N:8]([C@H:5]3[CH2:6][CH2:7][C@H:2]([F:1])[CH2:3][CH2:4]3)[C:9]2=[O:13])=[C:25]([Cl:31])[CH:24]=1. Given the reactants [F:1][C@H:2]1[CH2:7][CH2:6][C@H:5]([N:8]2[CH2:12][CH2:11][CH2:10][C:9]2=[O:13])[CH2:4][CH2:3]1.[Li+].CC([N-]C(C)C)C.[Br:22][C:23]1[CH:28]=[CH:27][C:26]([CH2:29]Br)=[C:25]([Cl:31])[CH:24]=1, predict the reaction product. (3) Given the reactants FC(F)(F)C(O)=O.[CH:8]1([N:11]([CH:29]2[CH2:34][CH2:33][NH:32][CH2:31][CH2:30]2)[C:12]([C:14]2[CH:15]=[N:16][C:17]([C:20]3[CH:21]=[N:22][C:23]([O:26][CH2:27][CH3:28])=[CH:24][CH:25]=3)=[N:18][CH:19]=2)=[O:13])[CH2:10][CH2:9]1.C(N(C(C)C)C(C)C)C.Cl[C:45]1[N:50]=[CH:49][C:48]([CH2:51][CH3:52])=[CH:47][N:46]=1, predict the reaction product. The product is: [CH:8]1([N:11]([CH:29]2[CH2:30][CH2:31][N:32]([C:45]3[N:50]=[CH:49][C:48]([CH2:51][CH3:52])=[CH:47][N:46]=3)[CH2:33][CH2:34]2)[C:12]([C:14]2[CH:19]=[N:18][C:17]([C:20]3[CH:21]=[N:22][C:23]([O:26][CH2:27][CH3:28])=[CH:24][CH:25]=3)=[N:16][CH:15]=2)=[O:13])[CH2:9][CH2:10]1.